From a dataset of Full USPTO retrosynthesis dataset with 1.9M reactions from patents (1976-2016). Predict the reactants needed to synthesize the given product. (1) Given the product [NH2:7][C:8]1[CH:9]=[C:10]([C:14]2[S:18](=[O:20])(=[O:19])[N:17]([C:21]([CH3:23])([CH3:22])[CH3:24])[C:16](=[O:25])[CH:15]=2)[CH:11]=[CH:12][CH:13]=1, predict the reactants needed to synthesize it. The reactants are: C(OC(=O)[NH:7][C:8]1[CH:13]=[CH:12][CH:11]=[C:10]([C:14]2[S:18](=[O:20])(=[O:19])[N:17]([C:21]([CH3:24])([CH3:23])[CH3:22])[C:16](=[O:25])[CH:15]=2)[CH:9]=1)(C)(C)C.Cl.O1CCOCC1. (2) Given the product [F:23][C:20]1[CH:21]=[CH:22][C:17]([CH2:16][O:6][CH2:7][C:8]([CH3:12])([CH3:11])[C:9]#[N:10])=[CH:18][CH:19]=1, predict the reactants needed to synthesize it. The reactants are: CN(C)C=O.[OH:6][CH2:7][C:8]([CH3:12])([CH3:11])[C:9]#[N:10].[H-].[Na+].Br[CH2:16][C:17]1[CH:22]=[CH:21][C:20]([F:23])=[CH:19][CH:18]=1. (3) Given the product [CH3:1][O:2][C:3]1[C:7]2[C:8](=[O:25])[N:9]([CH2:16][C:17](=[O:24])[C:18]3[CH:23]=[CH:22][CH:21]=[CH:20][CH:19]=3)[C:10]3[CH:11]=[CH:12][CH:13]=[CH:14][C:15]=3[C:6]=2[N:5]([CH3:26])[C:4]=1[C:27]([NH:29][CH:30]1[CH2:31][CH2:32][N:33]([C:37]2[CH:42]=[CH:41][CH:40]=[CH:39][CH:38]=2)[CH2:34][CH2:35]1)=[O:28], predict the reactants needed to synthesize it. The reactants are: [CH3:1][O:2][C:3]1[C:7]2[C:8](=[O:25])[N:9]([CH2:16][C:17](=[O:24])[C:18]3[CH:23]=[CH:22][CH:21]=[CH:20][CH:19]=3)[C:10]3[CH:11]=[CH:12][CH:13]=[CH:14][C:15]=3[C:6]=2[N:5]([CH3:26])[C:4]=1[C:27]([NH:29][CH:30]1[CH2:35][CH2:34][NH:33][CH2:32][CH2:31]1)=[O:28].I[C:37]1[CH:42]=[CH:41][CH:40]=[CH:39][CH:38]=1.CC(C1C=C(C(C)C)C(C2C=CC=CC=2P(C2CCCCC2)C2CCCCC2)=C(C(C)C)C=1)C.CC(C)([O-])C.[Na+]. (4) Given the product [CH2:6]([O:5][CH:4]([O:8][CH2:9][CH3:10])[CH2:3][CH2:2][NH:1][C:18](=[O:20])[CH3:19])[CH3:7], predict the reactants needed to synthesize it. The reactants are: [NH2:1][CH2:2][CH2:3][CH:4]([O:8][CH2:9][CH3:10])[O:5][CH2:6][CH3:7].C(N(CC)CC)C.[C:18](Cl)(=[O:20])[CH3:19].